This data is from Reaction yield outcomes from USPTO patents with 853,638 reactions. The task is: Predict the reaction yield, written as a fraction of the theoretical maximum amount of product (1.0 means a 100% yield; for example, 0.34 means a 34% yield). (1) The reactants are [Br:1][C:2]1[N:7]=[C:6]([F:8])[C:5]([OH:9])=[CH:4][CH:3]=1.CS(O[CH2:15][CH:16]1[CH2:21][CH2:20][N:19]([C:22]([O:24][CH:25]([CH3:27])[CH3:26])=[O:23])[CH2:18][CH2:17]1)(=O)=O.C([O-])([O-])=O.[K+].[K+]. The catalyst is CN(C=O)C. The product is [Br:1][C:2]1[N:7]=[C:6]([F:8])[C:5]([O:9][CH2:15][CH:16]2[CH2:21][CH2:20][N:19]([C:22]([O:24][CH:25]([CH3:27])[CH3:26])=[O:23])[CH2:18][CH2:17]2)=[CH:4][CH:3]=1. The yield is 0.680. (2) The reactants are Br[C:2]1[CH:7]=[CH:6][CH:5]=[CH:4][N:3]=1.[CH2:8]([C:12]1[O:13][C:14]2[CH:20]=[CH:19][CH:18]=[C:17]([F:21])[C:15]=2[N:16]=1)[CH2:9][C:10]#[CH:11]. No catalyst specified. The product is [F:21][C:17]1[C:15]2[N:16]=[C:12]([CH2:8][CH2:9][C:10]#[C:11][C:2]3[CH:7]=[CH:6][CH:5]=[CH:4][N:3]=3)[O:13][C:14]=2[CH:20]=[CH:19][CH:18]=1. The yield is 0.490. (3) The reactants are Cl.[NH2:2][C:3]1[CH:4]=[C:5]([CH:15]=[CH:16][CH:17]=1)[CH2:6][CH2:7][NH:8][C:9](=[O:14])[C:10]([F:13])([F:12])[F:11].[N:18]([O-])=O.[Na+].O.O.[Sn](Cl)(Cl)(Cl)Cl. The catalyst is Cl.O. The product is [NH:2]([C:3]1[CH:4]=[C:5]([CH:15]=[CH:16][CH:17]=1)[CH2:6][CH2:7][NH:8][C:9](=[O:14])[C:10]([F:11])([F:12])[F:13])[NH2:18]. The yield is 0.720. (4) The reactants are [OH:1][CH2:2][C:3]1[CH:11]=[CH:10][CH:9]=[C:8]2[C:4]=1[CH:5]=[CH:6][NH:7]2.C[N+]1([O-])CCOCC1. The catalyst is C(Cl)Cl.[Ru]([O-])(=O)(=O)=O.C([N+](CCC)(CCC)CCC)CC. The product is [NH:7]1[C:8]2[CH:9]=[CH:10][CH:11]=[C:3]([CH:2]=[O:1])[C:4]=2[CH:5]=[CH:6]1. The yield is 0.800. (5) The reactants are [NH2:1][C:2]1[N:3]=[CH:4][C:5]([C:8]2[C:13]([F:14])=[CH:12][C:11]([C:15]3[CH:20]=[CH:19][CH:18]=[CH:17][C:16]=3[S:21]CCC(OCC)=O)=[CH:10][CH:9]=2)=[N:6][CH:7]=1.C1COCC1.CC([O-])(C)C.[K+].Cl. The yield is 0.800. The catalyst is O. The product is [NH2:1][C:2]1[N:3]=[CH:4][C:5]([C:8]2[C:13]([F:14])=[CH:12][C:11]([C:15]3[C:16]([SH:21])=[CH:17][CH:18]=[CH:19][CH:20]=3)=[CH:10][CH:9]=2)=[N:6][CH:7]=1. (6) The product is [F:1][C:2]1[C:3]([NH:12][CH2:13][C:14]2[CH:19]=[C:18]([C:20]3[CH:25]=[CH:24][CH:23]=[C:22]([F:26])[CH:21]=3)[CH:17]=[CH:16][C:15]=2[F:27])=[C:4]([C:7]([OH:10])=[CH:8][CH:9]=1)[C:5]#[N:6]. The reactants are [F:1][C:2]1[C:3]([NH:12][CH2:13][C:14]2[CH:19]=[C:18]([C:20]3[CH:25]=[CH:24][CH:23]=[C:22]([F:26])[CH:21]=3)[CH:17]=[CH:16][C:15]=2[F:27])=[C:4]([C:7]([O:10]C)=[CH:8][CH:9]=1)[C:5]#[N:6].B(Br)(Br)Br.O. The yield is 0.680. The catalyst is C(Cl)Cl.